Dataset: NCI-60 drug combinations with 297,098 pairs across 59 cell lines. Task: Regression. Given two drug SMILES strings and cell line genomic features, predict the synergy score measuring deviation from expected non-interaction effect. (1) Drug 2: N.N.Cl[Pt+2]Cl. Drug 1: CN1CCC(CC1)COC2=C(C=C3C(=C2)N=CN=C3NC4=C(C=C(C=C4)Br)F)OC. Cell line: MALME-3M. Synergy scores: CSS=2.49, Synergy_ZIP=0.510, Synergy_Bliss=3.59, Synergy_Loewe=-2.14, Synergy_HSA=0.299. (2) Drug 1: C1=CC(=CC=C1CCCC(=O)O)N(CCCl)CCCl. Drug 2: C1C(C(OC1N2C=NC3=C(N=C(N=C32)Cl)N)CO)O. Cell line: CCRF-CEM. Synergy scores: CSS=68.7, Synergy_ZIP=-3.90, Synergy_Bliss=-5.87, Synergy_Loewe=-6.24, Synergy_HSA=-3.31. (3) Drug 1: CS(=O)(=O)C1=CC(=C(C=C1)C(=O)NC2=CC(=C(C=C2)Cl)C3=CC=CC=N3)Cl. Drug 2: CN1C2=C(C=C(C=C2)N(CCCl)CCCl)N=C1CCCC(=O)O.Cl. Cell line: MALME-3M. Synergy scores: CSS=16.7, Synergy_ZIP=-2.73, Synergy_Bliss=3.32, Synergy_Loewe=0.326, Synergy_HSA=1.56. (4) Drug 1: CCC1=CC2CC(C3=C(CN(C2)C1)C4=CC=CC=C4N3)(C5=C(C=C6C(=C5)C78CCN9C7C(C=CC9)(C(C(C8N6C)(C(=O)OC)O)OC(=O)C)CC)OC)C(=O)OC.C(C(C(=O)O)O)(C(=O)O)O. Drug 2: CC1C(C(=O)NC(C(=O)N2CCCC2C(=O)N(CC(=O)N(C(C(=O)O1)C(C)C)C)C)C(C)C)NC(=O)C3=C4C(=C(C=C3)C)OC5=C(C(=O)C(=C(C5=N4)C(=O)NC6C(OC(=O)C(N(C(=O)CN(C(=O)C7CCCN7C(=O)C(NC6=O)C(C)C)C)C)C(C)C)C)N)C. Cell line: NCI-H226. Synergy scores: CSS=15.5, Synergy_ZIP=-7.54, Synergy_Bliss=-0.425, Synergy_Loewe=-0.295, Synergy_HSA=-0.516. (5) Drug 1: C#CCC(CC1=CN=C2C(=N1)C(=NC(=N2)N)N)C3=CC=C(C=C3)C(=O)NC(CCC(=O)O)C(=O)O. Drug 2: C1CN(CCN1C(=O)CCBr)C(=O)CCBr. Cell line: PC-3. Synergy scores: CSS=50.5, Synergy_ZIP=-3.64, Synergy_Bliss=-0.180, Synergy_Loewe=-13.3, Synergy_HSA=0.734. (6) Drug 1: CC1C(C(CC(O1)OC2CC(CC3=C2C(=C4C(=C3O)C(=O)C5=C(C4=O)C(=CC=C5)OC)O)(C(=O)C)O)N)O.Cl. Drug 2: CN(C)C1=NC(=NC(=N1)N(C)C)N(C)C. Cell line: KM12. Synergy scores: CSS=35.0, Synergy_ZIP=-3.70, Synergy_Bliss=-4.78, Synergy_Loewe=4.38, Synergy_HSA=4.24. (7) Drug 1: C1=CC(=CC=C1C#N)C(C2=CC=C(C=C2)C#N)N3C=NC=N3. Drug 2: N.N.Cl[Pt+2]Cl. Cell line: HOP-92. Synergy scores: CSS=51.0, Synergy_ZIP=1.69, Synergy_Bliss=-1.11, Synergy_Loewe=-6.25, Synergy_HSA=-5.52.